This data is from Catalyst prediction with 721,799 reactions and 888 catalyst types from USPTO. The task is: Predict which catalyst facilitates the given reaction. (1) Reactant: CS([O:5][CH2:6][CH2:7][CH2:8][C:9]1[O:13][N:12]=[C:11]([C:14]2[CH:19]=[CH:18][C:17]([C:20]([F:23])([F:22])[F:21])=[CH:16][CH:15]=2)[CH:10]=1)(=O)=O.[I-].[Na+].O[C:27]1[CH:31]=[C:30]([C:32]([O:34]C)=[O:33])[N:29]([C:36]2[CH:41]=[CH:40][CH:39]=[CH:38][CH:37]=2)[N:28]=1.C(=O)([O-])[O-].[K+].[K+].Cl. Product: [C:36]1([N:29]2[C:30]([C:32]([OH:34])=[O:33])=[CH:31][C:27]([O:5][CH2:6][CH2:7][CH2:8][C:9]3[O:13][N:12]=[C:11]([C:14]4[CH:19]=[CH:18][C:17]([C:20]([F:23])([F:22])[F:21])=[CH:16][CH:15]=4)[CH:10]=3)=[N:28]2)[CH:41]=[CH:40][CH:39]=[CH:38][CH:37]=1. The catalyst class is: 9. (2) Reactant: [OH:1][C@H:2]([CH2:41][OH:42])[CH2:3][O:4][C:5]1[CH:10]=[C:9]([CH3:11])[C:8]([C:12]2[CH:17]=[CH:16][CH:15]=[C:14]([CH2:18][O:19][C:20]3[CH:21]=[CH:22][C:23]4[C:24](=[CH:33][C:34]([O:36][CH2:37][CH3:38])=[O:35])[C:25]5[C:30]([C:31]=4[CH:32]=3)=[CH:29][CH:28]=[CH:27][CH:26]=5)[C:13]=2[CH3:39])=[C:7]([CH3:40])[CH:6]=1.CO.[Mg].Cl. Product: [OH:1][C@H:2]([CH2:41][OH:42])[CH2:3][O:4][C:5]1[CH:10]=[C:9]([CH3:11])[C:8]([C:12]2[CH:17]=[CH:16][CH:15]=[C:14]([CH2:18][O:19][C:20]3[CH:21]=[CH:22][C:23]4[CH:24]([CH2:33][C:34]([O:36][CH2:37][CH3:38])=[O:35])[C:25]5[C:30]([C:31]=4[CH:32]=3)=[CH:29][CH:28]=[CH:27][CH:26]=5)[C:13]=2[CH3:39])=[C:7]([CH3:40])[CH:6]=1. The catalyst class is: 476. (3) Reactant: C([N:14]1[CH2:17][C:16]([NH:21][CH3:22])([C:18]([NH2:20])=[O:19])[CH2:15]1)(C1C=CC=CC=1)C1C=CC=CC=1.[ClH:23]. Product: [ClH:23].[CH3:22][NH:21][C:16]1([C:18]([NH2:20])=[O:19])[CH2:17][NH:14][CH2:15]1. The catalyst class is: 105. (4) Reactant: [CH3:1][C:2]1([CH3:23])[CH2:6][O:5][C:4]2=[CH:7][C:8]3[O:9][CH2:10][C:11]4([C:21]=3[CH:22]=[C:3]12)[C:19]1[C:14](=[CH:15][CH:16]=[CH:17][CH:18]=1)[NH:13][C:12]4=[O:20].[H-].[Na+].Br.Br[CH2:28][C:29]1[CH:30]=[N:31][CH:32]=[CH:33][CH:34]=1. Product: [CH3:1][C:2]1([CH3:23])[CH2:6][O:5][C:4]2=[CH:7][C:8]3[O:9][CH2:10][C:11]4([C:21]=3[CH:22]=[C:3]12)[C:19]1[C:14](=[CH:15][CH:16]=[CH:17][CH:18]=1)[N:13]([CH2:28][C:29]1[CH:30]=[N:31][CH:32]=[CH:33][CH:34]=1)[C:12]4=[O:20]. The catalyst class is: 3. (5) Reactant: Cl[C:2]1[N:3]=[C:4]2[C:9]([C:10]([F:13])([F:12])[F:11])=[CH:8][CH:7]=[CH:6][N:5]2[C:14]=1[C:15]1[CH:20]=[CH:19][CH:18]=[C:17]([O:21][C:22]2[CH:27]=[CH:26][CH:25]=[C:24]([S:28]([CH3:31])(=[O:30])=[O:29])[CH:23]=2)[CH:16]=1.[C:32]1(B(O)O)[CH:37]=[CH:36][CH:35]=[CH:34][CH:33]=1.C(=O)([O-])[O-].[K+].[K+]. Product: [CH3:31][S:28]([C:24]1[CH:23]=[C:22]([CH:27]=[CH:26][CH:25]=1)[O:21][C:17]1[CH:16]=[C:15]([C:14]2[N:5]3[CH:6]=[CH:7][CH:8]=[C:9]([C:10]([F:13])([F:12])[F:11])[C:4]3=[N:3][C:2]=2[C:32]2[CH:37]=[CH:36][CH:35]=[CH:34][CH:33]=2)[CH:20]=[CH:19][CH:18]=1)(=[O:30])=[O:29]. The catalyst class is: 38. (6) Reactant: [Cl:1][C:2]1[CH:7]=[C:6]([Cl:8])[CH:5]=[CH:4][C:3]=1[CH2:9][N:10]1[C:15](=[O:16])[C:14]([C:17]([NH:19][CH2:20][C:21]([O:23]CC)=[O:22])=[O:18])=[C:13]([OH:26])[C:12]([C:27]([O:29]C)=O)=[C:11]1[OH:31].[F:32][C:33]([F:42])([F:41])[C:34]1[CH:40]=[CH:39][CH:38]=[CH:37][C:35]=1[NH2:36]. Product: [Cl:1][C:2]1[CH:7]=[C:6]([Cl:8])[CH:5]=[CH:4][C:3]=1[CH2:9][N:10]1[C:11]([OH:31])=[C:12]([C:27]([NH:36][C:35]2[CH:37]=[CH:38][CH:39]=[CH:40][C:34]=2[C:33]([F:32])([F:41])[F:42])=[O:29])[C:13]([OH:26])=[C:14]([C:17]([NH:19][CH2:20][C:21]([OH:23])=[O:22])=[O:18])[C:15]1=[O:16]. The catalyst class is: 22. (7) Reactant: [C:1]([O:5][C:6]([NH:8][CH2:9][CH2:10][NH:11][C:12]1[C:17]([C:18]([O:20]CC)=[O:19])=[CH:16][N:15]=[C:14]2[N:23]([CH3:27])[N:24]=[C:25]([CH3:26])[C:13]=12)=[O:7])([CH3:4])([CH3:3])[CH3:2].[OH-].[Na+].[Cl-].[NH4+]. Product: [C:1]([O:5][C:6]([NH:8][CH2:9][CH2:10][NH:11][C:12]1[C:17]([C:18]([OH:20])=[O:19])=[CH:16][N:15]=[C:14]2[N:23]([CH3:27])[N:24]=[C:25]([CH3:26])[C:13]=12)=[O:7])([CH3:4])([CH3:3])[CH3:2]. The catalyst class is: 24.